Dataset: Full USPTO retrosynthesis dataset with 1.9M reactions from patents (1976-2016). Task: Predict the reactants needed to synthesize the given product. (1) Given the product [NH2:11][C:8]1[CH:9]=[C:10]2[C:5](=[CH:6][C:7]=1[N+:15]([O-:17])=[O:16])[N:4]([CH2:21][CH2:22][CH2:23][C:24]([F:27])([F:26])[F:25])[C:3](=[O:18])[C:2]2([CH3:1])[CH3:19], predict the reactants needed to synthesize it. The reactants are: [CH3:1][C:2]1([CH3:19])[C:10]2[C:5](=[CH:6][C:7]([N+:15]([O-:17])=[O:16])=[C:8]([NH:11]C(=O)C)[CH:9]=2)[NH:4][C:3]1=[O:18].I[CH2:21][CH2:22][CH2:23][C:24]([F:27])([F:26])[F:25].C([O-])([O-])=O.[K+].[K+]. (2) Given the product [CH3:25][O:24][C:7]1[CH:6]=[CH:5][C:4]2[N:3]=[C:2]([NH:36][C:32]3[CH:33]=[C:34]4[C:29](=[CH:30][CH:31]=3)[CH2:28][N:27]([CH3:26])[CH2:35]4)[C:11]3=[N:12][NH:13][CH:14]=[C:10]3[C:9]=2[CH:8]=1, predict the reactants needed to synthesize it. The reactants are: Cl[C:2]1[C:11]2=[N:12][N:13](CC3C=CC(OC)=CC=3)[CH:14]=[C:10]2[C:9]2[CH:8]=[C:7]([O:24][CH3:25])[CH:6]=[CH:5][C:4]=2[N:3]=1.[CH3:26][N:27]1[CH2:35][C:34]2[C:29](=[CH:30][CH:31]=[C:32]([NH2:36])[CH:33]=2)[CH2:28]1.Cl. (3) Given the product [CH2:17]([O:7][C:6]([C:5]1[CH:9]=[CH:10][C:2](=[O:1])[NH:3][CH:4]=1)=[O:8])[CH3:18], predict the reactants needed to synthesize it. The reactants are: [OH:1][C:2]1[CH:10]=[CH:9][C:5]([C:6]([OH:8])=[O:7])=[CH:4][N:3]=1.Cl.C(=O)(O)[O-].[Na+].[CH2:17](O)[CH3:18]. (4) Given the product [N:20]1([C:25]2[N:30]=[CH:29][C:28]([O:31][CH:32]3[CH2:36][CH2:35][N:34]([CH:37]4[CH2:38][CH2:39][N:40]([C:17]5[S:52][N:6]=[C:7]([CH:8]([CH3:9])[CH3:10])[N:12]=5)[CH2:41][CH2:42]4)[C:33]3=[O:43])=[CH:27][CH:26]=2)[CH:24]=[N:23][N:22]=[N:21]1, predict the reactants needed to synthesize it. The reactants are: CS(O[N:6]=[C:7](Cl)[CH:8]([CH3:10])[CH3:9])(=O)=O.[N:12]1[CH:17]=CC=CC=1.Cl.Cl.[N:20]1([C:25]2[N:30]=[CH:29][C:28]([O:31][CH:32]3[CH2:36][CH2:35][N:34]([CH:37]4[CH2:42][CH2:41][NH:40][CH2:39][CH2:38]4)[C:33]3=[O:43])=[CH:27][CH:26]=2)[CH:24]=[N:23][N:22]=[N:21]1.FC1C=C([S:52](N(C)C)(=O)=O)C=CC=1F.